Dataset: Full USPTO retrosynthesis dataset with 1.9M reactions from patents (1976-2016). Task: Predict the reactants needed to synthesize the given product. (1) The reactants are: [H-].[Na+].[OH:3][CH:4]1[CH2:9][CH2:8][N:7]([CH3:10])[CH2:6][CH2:5]1.[Br:11][C:12]1[CH:17]=[CH:16][C:15]([CH3:18])=[C:14](F)[CH:13]=1. Given the product [Br:11][C:12]1[CH:13]=[CH:14][C:15]([CH3:18])=[C:16]([CH:17]=1)[O:3][CH:4]1[CH2:9][CH2:8][N:7]([CH3:10])[CH2:6][CH2:5]1, predict the reactants needed to synthesize it. (2) Given the product [C:4]([O:8][C:9]([C@@H:11]([CH3:31])[C:12]([NH:14][CH2:15][C:16]1[CH:17]=[C:18]([C:22]2[O:26][CH:25]=[N:24][C:23]=2[C:27]([NH:2][NH2:3])=[O:29])[CH:19]=[CH:20][CH:21]=1)=[O:13])=[O:10])([CH3:6])([CH3:5])[CH3:7], predict the reactants needed to synthesize it. The reactants are: O.[NH2:2][NH2:3].[C:4]([O:8][C:9]([C@@H:11]([CH3:31])[C:12]([NH:14][CH2:15][C:16]1[CH:17]=[C:18]([C:22]2[O:26][CH:25]=[N:24][C:23]=2[C:27]([O:29]C)=O)[CH:19]=[CH:20][CH:21]=1)=[O:13])=[O:10])([CH3:7])([CH3:6])[CH3:5]. (3) Given the product [CH3:1][S:2][CH2:3][CH2:4][CH2:5][O:23][C:18](=[O:22])[C:19]([CH3:21])=[CH2:20], predict the reactants needed to synthesize it. The reactants are: [CH3:1][S:2][CH:3](O)[CH2:4][CH3:5].ClCCl.C(N(CC)CC)C.[Cl-].[C:18]([O-:23])(=[O:22])[C:19]([CH3:21])=[CH2:20]. (4) Given the product [C:22]1([S:28]([N:10]2[C:11]3[C:16](=[CH:15][CH:14]=[CH:13][CH:12]=3)[C:17]3[CH2:18][CH2:19][N:7]([C:5](=[O:6])[C:4]([CH3:21])([CH3:20])[CH3:3])[CH2:8][C:9]2=3)(=[O:30])=[O:29])[CH:27]=[CH:26][CH:25]=[CH:24][CH:23]=1, predict the reactants needed to synthesize it. The reactants are: [OH-].[Na+].[CH3:3][C:4]([CH3:21])([CH3:20])[C:5]([N:7]1[CH2:19][CH2:18][C:17]2[C:16]3[C:11](=[CH:12][CH:13]=[CH:14][CH:15]=3)[NH:10][C:9]=2[CH2:8]1)=[O:6].[C:22]1([S:28](Cl)(=[O:30])=[O:29])[CH:27]=[CH:26][CH:25]=[CH:24][CH:23]=1. (5) Given the product [CH3:9][N:8]([CH3:10])[C:3]1([CH:2]([C:11]2[CH:12]=[CH:13][CH:14]=[CH:15][CH:16]=2)[NH:1][C:26]([C:19]2[C:20]3[CH:25]=[CH:24][CH:23]=[CH:22][C:21]=3[O:17][CH:18]=2)=[O:27])[CH2:7][CH2:6][CH2:5][CH2:4]1, predict the reactants needed to synthesize it. The reactants are: [NH2:1][CH:2]([C:11]1[CH:16]=[CH:15][CH:14]=[CH:13][CH:12]=1)[C:3]1([N:8]([CH3:10])[CH3:9])[CH2:7][CH2:6][CH2:5][CH2:4]1.[O:17]1[C:21]2[CH:22]=[CH:23][CH:24]=[CH:25][C:20]=2[C:19]([C:26](O)=[O:27])=[CH:18]1.